This data is from Kir2.1 potassium channel HTS with 301,493 compounds. The task is: Binary Classification. Given a drug SMILES string, predict its activity (active/inactive) in a high-throughput screening assay against a specified biological target. (1) The compound is O(C(=O)C=1C(C(=C(NC1C)C)C(OCCOC)=O)c1cc([N+]([O-])=O)ccc1)C(C)C. The result is 0 (inactive). (2) The drug is Clc1c(OS(=O)(=O)C)c(OCC)cc(/C=C2\N=C(OC2=O)c2ccc(C(C)(C)C)cc2)c1. The result is 0 (inactive). (3) The molecule is O=C(N1CCN(CC1)c1nc(N2CCN(CC2)C(=O)C(n2nnc(C(N)CC(C)C)c2)Cc2ccc(O)cc2)nc(n1)NCCOCCOCCOCC#C)C(n1nnc(C(N)CC(C)C)c1)Cc1ccc(O)cc1. The result is 0 (inactive). (4) The compound is O(C1CCN(CC1)Cc1ccc(cc1)C(OC)=O)c1ccc(C(=O)N2CCCCC2)cc1. The result is 0 (inactive).